Dataset: Catalyst prediction with 721,799 reactions and 888 catalyst types from USPTO. Task: Predict which catalyst facilitates the given reaction. (1) Reactant: C(N(C(C)C)C(C)C)C.[O:10]1[CH:14]=[C:13]([CH2:15][C:16]([OH:18])=O)[C:12]2[CH:19]=[CH:20][CH:21]=[CH:22][C:11]1=2.[F:23][C:24]1[CH:29]=[CH:28][CH:27]=[CH:26][C:25]=1[N:30]1[C:38]2[C:33](=[C:34]([N:39]3[CH2:46][C@@H:45]4[C@@H:41]([CH2:42][NH:43][CH2:44]4)[C:40]3=[O:47])[CH:35]=[CH:36][CH:37]=2)[CH:32]=[N:31]1.F[P-](F)(F)(F)(F)F.CN(C(N1C2C(=NC=CC=2)[N+]([O-])=N1)=[N+](C)C)C. Product: [O:10]1[C:11]2[CH:22]=[CH:21][CH:20]=[CH:19][C:12]=2[C:13]([CH2:15][C:16]([N:43]2[CH2:44][C@@H:45]3[CH2:46][N:39]([C:34]4[CH:35]=[CH:36][CH:37]=[C:38]5[C:33]=4[CH:32]=[N:31][N:30]5[C:25]4[CH:26]=[CH:27][CH:28]=[CH:29][C:24]=4[F:23])[C:40](=[O:47])[C@@H:41]3[CH2:42]2)=[O:18])=[CH:14]1. The catalyst class is: 7. (2) Reactant: [CH3:1][O:2][C:3]1[CH:23]=[C:22]([O:24][CH3:25])[CH:21]=[C:20]([O:26][CH3:27])[C:4]=1[CH:5]=[CH:6][S:7]([NH:10][C:11]1[CH:16]=[CH:15][C:14]([O:17][CH3:18])=[C:13]([NH2:19])[CH:12]=1)(=[O:9])=[O:8].[O-:28][C:29]#[N:30].[K+].O. Product: [CH3:1][O:2][C:3]1[CH:23]=[C:22]([O:24][CH3:25])[CH:21]=[C:20]([O:26][CH3:27])[C:4]=1/[CH:5]=[CH:6]/[S:7]([NH:10][C:11]1[CH:16]=[CH:15][C:14]([O:17][CH3:18])=[C:13]([NH:19][C:29]([NH2:30])=[O:28])[CH:12]=1)(=[O:9])=[O:8]. The catalyst class is: 15. (3) Product: [CH2:3]([O:6][C:7]1[CH:12]=[CH:11][C:10]([Cl:13])=[CH:9][C:8]=1[CH2:14][C:15]([OH:17])=[O:1])[CH:4]=[CH2:5]. Reactant: [OH-:1].[K+].[CH2:3]([O:6][C:7]1[CH:12]=[CH:11][C:10]([Cl:13])=[CH:9][C:8]=1[CH2:14][C:15]#N)[CH:4]=[CH2:5].[OH2:17]. The catalyst class is: 8. (4) Reactant: [ClH:1].[CH3:2][O:3][C:4]1[CH:5]=[C:6]([C:14]2[CH:59]=[CH:58][C:17]([C:18]([N:20]3[CH2:25][CH2:24][CH:23]([N:26]([CH3:57])[CH2:27][CH2:28][N:29]([CH:31]4[CH2:36][CH2:35][N:34]([C:37](=[O:56])[C:38]5[CH:43]=[CH:42][C:41]([C:44]6[CH:49]=[C:48]([O:50][CH3:51])[C:47]([O:52][CH3:53])=[C:46]([O:54][CH3:55])[CH:45]=6)=[CH:40][CH:39]=5)[CH2:33][CH2:32]4)[CH3:30])[CH2:22][CH2:21]3)=[O:19])=[CH:16][CH:15]=2)[CH:7]=[C:8]([O:12][CH3:13])[C:9]=1[O:10][CH3:11]. Product: [ClH:1].[ClH:1].[CH3:55][O:54][C:46]1[CH:45]=[C:44]([C:41]2[CH:40]=[CH:39][C:38]([C:37]([N:34]3[CH2:33][CH2:32][CH:31]([N:29]([CH3:30])[CH2:28][CH2:27][N:26]([CH:23]4[CH2:22][CH2:21][N:20]([C:18](=[O:19])[C:17]5[CH:58]=[CH:59][C:14]([C:6]6[CH:7]=[C:8]([O:12][CH3:13])[C:9]([O:10][CH3:11])=[C:4]([O:3][CH3:2])[CH:5]=6)=[CH:15][CH:16]=5)[CH2:25][CH2:24]4)[CH3:57])[CH2:36][CH2:35]3)=[O:56])=[CH:43][CH:42]=2)[CH:49]=[C:48]([O:50][CH3:51])[C:47]=1[O:52][CH3:53]. The catalyst class is: 8. (5) Reactant: C(OC(=O)[NH:7][C:8]1[CH:13]=[CH:12][C:11]([C:14]2[CH:19]=[CH:18][CH:17]=[CH:16][C:15]=2[F:20])=[CH:10][C:9]=1[NH:21][C:22](=[O:33])[CH2:23][C:24]([C:26]1[S:27][C:28]([C:31]#[N:32])=[CH:29][CH:30]=1)=O)(C)(C)C.C(O)(C(F)(F)F)=O. Product: [F:20][C:15]1[CH:16]=[CH:17][CH:18]=[CH:19][C:14]=1[C:11]1[CH:12]=[CH:13][C:8]2[N:7]=[C:24]([C:26]3[S:27][C:28]([C:31]#[N:32])=[CH:29][CH:30]=3)[CH2:23][C:22](=[O:33])[NH:21][C:9]=2[CH:10]=1. The catalyst class is: 2. (6) Reactant: [NH2:1][C:2]1[C:3]([C:8]2[CH:13]=[CH:12][C:11]([O:14][CH2:15][CH3:16])=[C:10]([O:17][CH3:18])[CH:9]=2)=[N:4][CH:5]=[CH:6][CH:7]=1.C(N(CC)CC)C.O1CCCC1.[Cl:31][C:32]1[CH:37]=[CH:36][C:35]([CH:38]([O:42][CH2:43][C:44]#[CH:45])[C:39](Cl)=[O:40])=[CH:34][CH:33]=1. Product: [CH2:15]([O:14][C:11]1[CH:12]=[CH:13][C:8]([C:3]2[C:2]([NH:1][C:39](=[O:40])[CH:38]([O:42][CH2:43][C:44]#[CH:45])[C:35]3[CH:34]=[CH:33][C:32]([Cl:31])=[CH:37][CH:36]=3)=[CH:7][CH:6]=[CH:5][N:4]=2)=[CH:9][C:10]=1[O:17][CH3:18])[CH3:16]. The catalyst class is: 413.